Dataset: NCI-60 drug combinations with 297,098 pairs across 59 cell lines. Task: Regression. Given two drug SMILES strings and cell line genomic features, predict the synergy score measuring deviation from expected non-interaction effect. (1) Drug 1: C1CN1C2=NC(=NC(=N2)N3CC3)N4CC4. Drug 2: CCN(CC)CCCC(C)NC1=C2C=C(C=CC2=NC3=C1C=CC(=C3)Cl)OC. Cell line: UO-31. Synergy scores: CSS=11.5, Synergy_ZIP=-6.73, Synergy_Bliss=-0.996, Synergy_Loewe=-2.41, Synergy_HSA=0.786. (2) Drug 1: CC1=CC=C(C=C1)C2=CC(=NN2C3=CC=C(C=C3)S(=O)(=O)N)C(F)(F)F. Drug 2: C1CNP(=O)(OC1)N(CCCl)CCCl. Cell line: CAKI-1. Synergy scores: CSS=-4.75, Synergy_ZIP=0.834, Synergy_Bliss=-3.43, Synergy_Loewe=-3.93, Synergy_HSA=-5.46. (3) Drug 1: C1=NC2=C(N1)C(=S)N=CN2. Drug 2: C1CN(P(=O)(OC1)NCCCl)CCCl. Cell line: NCIH23. Synergy scores: CSS=31.1, Synergy_ZIP=-9.39, Synergy_Bliss=0.497, Synergy_Loewe=0.768, Synergy_HSA=0.812.